This data is from Forward reaction prediction with 1.9M reactions from USPTO patents (1976-2016). The task is: Predict the product of the given reaction. Given the reactants [CH3:1][O:2][C:3]1[CH:4]=[C:5]([CH2:20][C:21]([N:23]2[CH2:27][CH2:26][CH2:25][CH:24]2[CH2:28][NH:29][C@@H:30]2[CH2:35][CH2:34][C@H:33]([C:36]([O:38]CC3C=CC=CC=3)=[O:37])[CH2:32][CH2:31]2)=[O:22])[CH:6]=[CH:7][C:8]=1[NH:9][C:10]([NH:12][C:13]1[CH:18]=[CH:17][CH:16]=[CH:15][C:14]=1[CH3:19])=[O:11].[OH-].[Na+], predict the reaction product. The product is: [CH3:1][O:2][C:3]1[CH:4]=[C:5]([CH2:20][C:21]([N:23]2[CH2:27][CH2:26][CH2:25][CH:24]2[CH2:28][NH:29][C@@H:30]2[CH2:35][CH2:34][C@H:33]([C:36]([OH:38])=[O:37])[CH2:32][CH2:31]2)=[O:22])[CH:6]=[CH:7][C:8]=1[NH:9][C:10]([NH:12][C:13]1[CH:18]=[CH:17][CH:16]=[CH:15][C:14]=1[CH3:19])=[O:11].